This data is from Full USPTO retrosynthesis dataset with 1.9M reactions from patents (1976-2016). The task is: Predict the reactants needed to synthesize the given product. Given the product [NH2:1][CH2:2][CH:3]1[CH2:8][CH2:7][N:6]([C:25]([O:24][CH2:17][C:18]2[CH:23]=[CH:22][CH:21]=[CH:20][CH:19]=2)=[O:26])[CH2:5][CH2:4]1, predict the reactants needed to synthesize it. The reactants are: [NH2:1][CH2:2][CH:3]1[CH2:8][CH2:7][NH:6][CH2:5][CH2:4]1.C(=O)C1C=CC=CC=1.[CH2:17]([O:24][C:25](Cl)=[O:26])[C:18]1[CH:23]=[CH:22][CH:21]=[CH:20][CH:19]=1.OS([O-])(=O)=O.[K+].